This data is from Reaction yield outcomes from USPTO patents with 853,638 reactions. The task is: Predict the reaction yield, written as a fraction of the theoretical maximum amount of product (1.0 means a 100% yield; for example, 0.34 means a 34% yield). The reactants are [CH3:1][O:2][C:3]1[CH:4]=[C:5]2[C:10](=[CH:11][C:12]=1[O:13][CH3:14])[N:9]=[CH:8][CH:7]=[C:6]2[O:15][C:16]1[CH:21]=[CH:20][C:19]([NH:22][CH2:23][C:24]2[CH:29]=[CH:28][CH:27]=[CH:26][C:25]=2[N+:30]([O-])=O)=[CH:18][CH:17]=1.[Cl-].[NH4+]. The catalyst is C(O)C.O.O1CCCC1.[Fe]. The product is [CH3:1][O:2][C:3]1[CH:4]=[C:5]2[C:10](=[CH:11][C:12]=1[O:13][CH3:14])[N:9]=[CH:8][CH:7]=[C:6]2[O:15][C:16]1[CH:17]=[CH:18][C:19]([NH:22][CH2:23][C:24]2[CH:29]=[CH:28][CH:27]=[CH:26][C:25]=2[NH2:30])=[CH:20][CH:21]=1. The yield is 0.569.